Dataset: NCI-60 drug combinations with 297,098 pairs across 59 cell lines. Task: Regression. Given two drug SMILES strings and cell line genomic features, predict the synergy score measuring deviation from expected non-interaction effect. (1) Drug 1: CC1C(C(CC(O1)OC2CC(CC3=C2C(=C4C(=C3O)C(=O)C5=C(C4=O)C(=CC=C5)OC)O)(C(=O)C)O)N)O.Cl. Drug 2: COCCOC1=C(C=C2C(=C1)C(=NC=N2)NC3=CC=CC(=C3)C#C)OCCOC.Cl. Cell line: NCI-H322M. Synergy scores: CSS=30.3, Synergy_ZIP=2.65, Synergy_Bliss=2.50, Synergy_Loewe=-2.19, Synergy_HSA=3.24. (2) Drug 1: CC1=C(C(CCC1)(C)C)C=CC(=CC=CC(=CC(=O)O)C)C. Drug 2: CC1=C2C(C(=O)C3(C(CC4C(C3C(C(C2(C)C)(CC1OC(=O)C(C(C5=CC=CC=C5)NC(=O)OC(C)(C)C)O)O)OC(=O)C6=CC=CC=C6)(CO4)OC(=O)C)O)C)O. Cell line: NCI-H226. Synergy scores: CSS=10.7, Synergy_ZIP=3.24, Synergy_Bliss=7.37, Synergy_Loewe=8.65, Synergy_HSA=7.16. (3) Drug 1: CS(=O)(=O)C1=CC(=C(C=C1)C(=O)NC2=CC(=C(C=C2)Cl)C3=CC=CC=N3)Cl. Drug 2: C1C(C(OC1N2C=NC3=C2NC=NCC3O)CO)O. Cell line: HCT-15. Synergy scores: CSS=3.65, Synergy_ZIP=-2.05, Synergy_Bliss=1.90, Synergy_Loewe=-1.98, Synergy_HSA=1.02. (4) Drug 1: CC(CN1CC(=O)NC(=O)C1)N2CC(=O)NC(=O)C2. Drug 2: COCCOC1=C(C=C2C(=C1)C(=NC=N2)NC3=CC=CC(=C3)C#C)OCCOC.Cl. Cell line: MDA-MB-435. Synergy scores: CSS=11.1, Synergy_ZIP=-1.83, Synergy_Bliss=2.10, Synergy_Loewe=-0.884, Synergy_HSA=-0.455. (5) Drug 1: C(=O)(N)NO. Drug 2: CC1CCC2CC(C(=CC=CC=CC(CC(C(=O)C(C(C(=CC(C(=O)CC(OC(=O)C3CCCCN3C(=O)C(=O)C1(O2)O)C(C)CC4CCC(C(C4)OC)O)C)C)O)OC)C)C)C)OC. Cell line: RPMI-8226. Synergy scores: CSS=11.3, Synergy_ZIP=-0.248, Synergy_Bliss=2.65, Synergy_Loewe=1.08, Synergy_HSA=0.990. (6) Cell line: SNB-19. Drug 2: C1C(C(OC1N2C=NC3=C(N=C(N=C32)Cl)N)CO)O. Synergy scores: CSS=45.2, Synergy_ZIP=-3.76, Synergy_Bliss=-4.33, Synergy_Loewe=-21.5, Synergy_HSA=-1.75. Drug 1: CC1=CC=C(C=C1)C2=CC(=NN2C3=CC=C(C=C3)S(=O)(=O)N)C(F)(F)F. (7) Cell line: IGROV1. Drug 2: CC1=CC=C(C=C1)C2=CC(=NN2C3=CC=C(C=C3)S(=O)(=O)N)C(F)(F)F. Drug 1: C1=CC(=CC=C1CCCC(=O)O)N(CCCl)CCCl. Synergy scores: CSS=26.8, Synergy_ZIP=-10.8, Synergy_Bliss=-5.66, Synergy_Loewe=-4.91, Synergy_HSA=-3.64. (8) Drug 1: CS(=O)(=O)C1=CC(=C(C=C1)C(=O)NC2=CC(=C(C=C2)Cl)C3=CC=CC=N3)Cl. Drug 2: CCC1(CC2CC(C3=C(CCN(C2)C1)C4=CC=CC=C4N3)(C5=C(C=C6C(=C5)C78CCN9C7C(C=CC9)(C(C(C8N6C)(C(=O)OC)O)OC(=O)C)CC)OC)C(=O)OC)O.OS(=O)(=O)O. Cell line: NCI-H226. Synergy scores: CSS=43.8, Synergy_ZIP=10.6, Synergy_Bliss=12.1, Synergy_Loewe=-17.2, Synergy_HSA=12.8.